This data is from Forward reaction prediction with 1.9M reactions from USPTO patents (1976-2016). The task is: Predict the product of the given reaction. (1) Given the reactants [Cl:1][C:2]1[CH:3]=[C:4]2[C:8](=[CH:9][CH:10]=1)[NH:7][CH:6]=[C:5]2[CH2:11][N:12]1[C:20]([C:21]2[N:25]([CH3:26])[CH:24]=[C:23]([C:27]([OH:29])=O)[CH:22]=2)=[C:19]2[C:14]([N:15]([CH2:33][CH:34]([CH3:36])[CH3:35])[C:16](=[O:32])[N:17]([CH3:31])[C:18]2=[O:30])=[N:13]1.[CH:37]([NH2:40])([CH3:39])[CH3:38].C(P(=O)(OCC)OCC)#N, predict the reaction product. The product is: [Cl:1][C:2]1[CH:3]=[C:4]2[C:8](=[CH:9][CH:10]=1)[NH:7][CH:6]=[C:5]2[CH2:11][N:12]1[C:20]([C:21]2[N:25]([CH3:26])[CH:24]=[C:23]([C:27]([NH:40][CH:37]([CH3:39])[CH3:38])=[O:29])[CH:22]=2)=[C:19]2[C:14]([N:15]([CH2:33][CH:34]([CH3:36])[CH3:35])[C:16](=[O:32])[N:17]([CH3:31])[C:18]2=[O:30])=[N:13]1. (2) Given the reactants [C:1]([O:5]C(OC(OC(C)(C)C)=O)=O)(C)(C)C.[CH2:16]([NH:19][C:20]1[N:21]=[C:22]([NH2:30])[C:23]2[S:28][CH:27]=[C:26]([CH3:29])[C:24]=2[N:25]=1)[CH:17]=[CH2:18].[CH2:31]([NH2:34])[CH:32]=[CH2:33].C(OCC)(=O)C.CCCCCC, predict the reaction product. The product is: [CH2:16]([NH:19][C:20]1[N:21]=[C:22]([NH:30][C:1](=[O:5])[NH:34][CH2:31][CH:32]=[CH2:33])[C:23]2[S:28][CH:27]=[C:26]([CH3:29])[C:24]=2[N:25]=1)[CH:17]=[CH2:18]. (3) Given the reactants [Cl:1][C:2]1[CH:3]=[C:4]([C:15]2[O:19][N:18]=[C:17]([C:20]3[S:24][C:23]([CH2:25][N:26]4[CH2:29][CH:28]([C:30]([O:32]C)=[O:31])[CH2:27]4)=[CH:22][C:21]=3[CH2:34][CH3:35])[N:16]=2)[CH:5]=[CH:6][C:7]=1[O:8][C:9]1[CH:14]=[CH:13][CH:12]=[CH:11][CH:10]=1.[OH-].[Na+], predict the reaction product. The product is: [Cl:1][C:2]1[CH:3]=[C:4]([C:15]2[O:19][N:18]=[C:17]([C:20]3[S:24][C:23]([CH2:25][N:26]4[CH2:27][CH:28]([C:30]([OH:32])=[O:31])[CH2:29]4)=[CH:22][C:21]=3[CH2:34][CH3:35])[N:16]=2)[CH:5]=[CH:6][C:7]=1[O:8][C:9]1[CH:10]=[CH:11][CH:12]=[CH:13][CH:14]=1. (4) Given the reactants [Cl:1][C:2]1[CH:7]=[CH:6][C:5]([C:8]2[C:9]([C:14]([O:16]C)=[O:15])=[N:10][CH:11]=[CH:12][CH:13]=2)=[CH:4][C:3]=1[C:18]([NH:20][CH2:21][CH2:22][CH:23]1[CH2:28][CH2:27][CH2:26][CH2:25][CH2:24]1)=[O:19].[OH-].[K+].O.CO, predict the reaction product. The product is: [Cl:1][C:2]1[CH:7]=[CH:6][C:5]([C:8]2[C:9]([C:14]([OH:16])=[O:15])=[N:10][CH:11]=[CH:12][CH:13]=2)=[CH:4][C:3]=1[C:18]([NH:20][CH2:21][CH2:22][CH:23]1[CH2:28][CH2:27][CH2:26][CH2:25][CH2:24]1)=[O:19]. (5) Given the reactants [F:1][C:2]1[CH:7]=[CH:6][N:5]=[C:4]([NH:8][C:9](=[O:15])[O:10][C:11]([CH3:14])([CH3:13])[CH3:12])[C:3]=1[CH:16]=O.[CH3:18][O:19][C:20]1[CH:25]=[CH:24][C:23]([CH2:26][NH2:27])=[CH:22][CH:21]=1.C(O)(=O)C.CC(=O)OCC, predict the reaction product. The product is: [F:1][C:2]1[CH:7]=[CH:6][N:5]=[C:4]([NH:8][C:9](=[O:15])[O:10][C:11]([CH3:12])([CH3:13])[CH3:14])[C:3]=1[CH2:16][NH:27][CH2:26][C:23]1[CH:24]=[CH:25][C:20]([O:19][CH3:18])=[CH:21][CH:22]=1. (6) Given the reactants [C:1]([O:5][C:6]([N:8]([CH:21]1[CH2:24][CH2:23][CH2:22]1)[C@@H:9]1[CH2:11][C@H:10]1[C:12]1[S:16][CH:15]=[C:14]([C:17]([O:19]C)=[O:18])[CH:13]=1)=[O:7])([CH3:4])([CH3:3])[CH3:2].[OH-].[Na+].Cl, predict the reaction product. The product is: [C:1]([O:5][C:6]([N:8]([CH:21]1[CH2:22][CH2:23][CH2:24]1)[C@@H:9]1[CH2:11][C@H:10]1[C:12]1[S:16][CH:15]=[C:14]([C:17]([OH:19])=[O:18])[CH:13]=1)=[O:7])([CH3:4])([CH3:2])[CH3:3]. (7) Given the reactants [C:1]([O:5][C:6]([NH:8][C@@H:9]([C@H:22]([CH3:30])[CH2:23][CH2:24][CH2:25][CH:26]([CH3:29])[CH:27]=[CH2:28])[C:10]([N:12]1[CH2:16][C@H:15]([OH:17])[CH2:14][C@H:13]1[C:18]([O:20]C)=[O:19])=[O:11])=[O:7])([CH3:4])([CH3:3])[CH3:2].CO.[Li+].[OH-], predict the reaction product. The product is: [C:1]([O:5][C:6]([NH:8][C@@H:9]([C@H:22]([CH3:30])[CH2:23][CH2:24][CH2:25][CH:26]([CH3:29])[CH:27]=[CH2:28])[C:10]([N:12]1[CH2:16][C@H:15]([OH:17])[CH2:14][C@H:13]1[C:18]([OH:20])=[O:19])=[O:11])=[O:7])([CH3:4])([CH3:3])[CH3:2].